This data is from Full USPTO retrosynthesis dataset with 1.9M reactions from patents (1976-2016). The task is: Predict the reactants needed to synthesize the given product. (1) Given the product [NH2:26][C:17]1[C:16]2=[N:15][N:14]([CH2:27][CH3:28])[C:13]([CH2:12][CH2:11][CH2:10][CH2:9][NH:5][S:2]([CH3:1])(=[O:4])=[O:3])=[C:25]2[C:24]2[CH:23]=[CH:22][CH:21]=[CH:20][C:19]=2[N:18]=1, predict the reactants needed to synthesize it. The reactants are: [CH3:1][S:2]([NH2:5])(=[O:4])=[O:3].[H-].[Na+].Cl[CH2:9][CH2:10][CH2:11][CH2:12][C:13]1[N:14]([CH2:27][CH3:28])[N:15]=[C:16]2[C:25]=1[C:24]1[CH:23]=[CH:22][CH:21]=[CH:20][C:19]=1[N:18]=[C:17]2[NH2:26].[I-].[Na+]. (2) Given the product [CH3:6][O:7][C:8]1[CH:15]=[CH:14][CH:13]=[CH:12][C:9]=1[CH2:10][NH:1][CH2:2][CH2:3][CH2:4][OH:5], predict the reactants needed to synthesize it. The reactants are: [NH2:1][CH2:2][CH2:3][CH2:4][OH:5].[CH3:6][O:7][C:8]1[CH:15]=[CH:14][CH:13]=[CH:12][C:9]=1[CH2:10]Cl. (3) The reactants are: C(OO)(C)(C)C.[Br:7][C:8]1[CH:9]=[C:10]([C:14]2([C:25]3[CH:30]=[CH:29][N:28]=[CH:27][CH:26]=3)[C:18]3=[N:19][CH2:20][C:21]([F:24])([F:23])[CH2:22][N:17]3[CH2:16][NH:15]2)[CH:11]=[CH:12][CH:13]=1.[NH3:31]. Given the product [Br:7][C:8]1[CH:9]=[C:10]([C:14]2([C:25]3[CH:30]=[CH:29][N:28]=[CH:27][CH:26]=3)[C:18]3=[N:19][CH2:20][C:21]([F:23])([F:24])[CH2:22][N:17]3[C:16]([NH2:31])=[N:15]2)[CH:11]=[CH:12][CH:13]=1, predict the reactants needed to synthesize it. (4) The reactants are: [F:1][C:2]1[CH:3]=[C:4]([CH2:9][C:10]([O:12][CH3:13])=[O:11])[CH:5]=[C:6]([F:8])[CH:7]=1.[Br:14]N1C(=O)CCC1=O.CC(N=NC(C#N)(C)C)(C#N)C.C(Cl)(Cl)(Cl)Cl. Given the product [Br:14][CH:9]([C:4]1[CH:3]=[C:2]([F:1])[CH:7]=[C:6]([F:8])[CH:5]=1)[C:10]([O:12][CH3:13])=[O:11], predict the reactants needed to synthesize it. (5) Given the product [Cl:1][C:2]1[C:3]([CH3:21])=[C:4]([C:19]([OH:29])=[O:20])[C:5]([C:11]2[CH:16]=[C:15]([F:17])[CH:14]=[C:13]([F:18])[CH:12]=2)=[C:6]([CH:8]([OH:10])[CH3:9])[CH:7]=1, predict the reactants needed to synthesize it. The reactants are: [Cl:1][C:2]1[C:3]([CH3:21])=[C:4]([CH:19]=[O:20])[C:5]([C:11]2[CH:16]=[C:15]([F:17])[CH:14]=[C:13]([F:18])[CH:12]=2)=[C:6]([CH:8]([OH:10])[CH3:9])[CH:7]=1.[OH-].[Na+].O.OO.NC(N)=[O:29].Cl. (6) Given the product [F:6][C:7]1[C:12]([N+:18]([O-:20])=[O:19])=[CH:11][C:10]([C:13](=[O:15])[CH3:14])=[C:9]([O:16][CH3:17])[CH:8]=1, predict the reactants needed to synthesize it. The reactants are: S(=O)(=O)(O)O.[F:6][C:7]1[CH:12]=[CH:11][C:10]([C:13](=[O:15])[CH3:14])=[C:9]([O:16][CH3:17])[CH:8]=1.[N+:18]([O-])([O-:20])=[O:19].[K+].